From a dataset of Reaction yield outcomes from USPTO patents with 853,638 reactions. Predict the reaction yield, written as a fraction of the theoretical maximum amount of product (1.0 means a 100% yield; for example, 0.34 means a 34% yield). (1) The reactants are [O:1]1[CH:5]=[CH:4][CH:3]=[C:2]1[C:6]1[N:14]=[C:13]([NH2:15])[N:12]=[C:11]2[C:7]=1[N:8]=[CH:9][N:10]2[CH2:16][C:17]1[CH:22]=[CH:21][CH:20]=[C:19]([O:23]C)[CH:18]=1.[F-].C([N+](CCCC)(CCCC)CCCC)CCC.[NH4+].[Cl-]. The catalyst is C(Cl)Cl. The product is [O:1]1[CH:5]=[CH:4][CH:3]=[C:2]1[C:6]1[N:14]=[C:13]([NH2:15])[N:12]=[C:11]2[C:7]=1[N:8]=[CH:9][N:10]2[CH2:16][C:17]1[CH:22]=[CH:21][CH:20]=[C:19]([OH:23])[CH:18]=1. The yield is 0.480. (2) The catalyst is C1COCC1.O. The product is [CH3:27][C:29]1[NH:30][C:31]2[C:36]([CH:37]=1)=[CH:35][CH:34]=[C:33]([NH2:38])[CH:32]=2. The reactants are [H-].[H-].[H-].[H-].[Li+].[Al+3].C(OC(C1NC2C(C=1)=C([N+]([O-])=O)C=CC=2)=O)C.C(O[C:27]([C:29]1[NH:30][C:31]2[C:36]([CH:37]=1)=[CH:35][CH:34]=[C:33]([N+:38]([O-])=O)[CH:32]=2)=O)C.[OH-].[Na+]. The yield is 0.0800. (3) The reactants are [F:1][C:2]1[CH:25]=[C:24]([N+:26]([O-:28])=[O:27])[CH:23]=[CH:22][C:3]=1[O:4][C:5]1[CH:10]=[CH:9][N:8]=[C:7]2[N:11]([CH2:14][O:15][CH2:16][CH2:17][Si:18]([CH3:21])([CH3:20])[CH3:19])[CH:12]=[CH:13][C:6]=12.C1C(=O)N([Br:36])C(=O)C1. The catalyst is C(#N)C. The product is [Br:36][C:13]1[C:6]2[C:7](=[N:8][CH:9]=[CH:10][C:5]=2[O:4][C:3]2[CH:22]=[CH:23][C:24]([N+:26]([O-:28])=[O:27])=[CH:25][C:2]=2[F:1])[N:11]([CH2:14][O:15][CH2:16][CH2:17][Si:18]([CH3:21])([CH3:20])[CH3:19])[CH:12]=1. The yield is 0.940. (4) The reactants are [CH2:1]([N:8]1[CH2:17][CH2:16][C:15]2[C:14](Cl)=[N:13][CH:12]=[N:11][C:10]=2[CH2:9]1)[C:2]1[CH:7]=[CH:6][CH:5]=[CH:4][CH:3]=1.[C:19]12(CN)[CH2:28][CH:23]3[CH2:24][CH:25]([CH2:27][CH:21]([CH2:22]3)[CH2:20]1)[CH2:26]2.[CH:31]([N:34](CC)C(C)C)(C)C.C(#N)C. No catalyst specified. The product is [C:19]12([N:34]([CH3:31])[C:14]3[C:15]4[CH2:16][CH2:17][N:8]([CH2:1][C:2]5[CH:7]=[CH:6][CH:5]=[CH:4][CH:3]=5)[CH2:9][C:10]=4[N:11]=[CH:12][N:13]=3)[CH2:20][CH:21]3[CH2:22][CH:23]([CH2:24][CH:25]([CH2:27]3)[CH2:26]1)[CH2:28]2. The yield is 0.590.